This data is from Full USPTO retrosynthesis dataset with 1.9M reactions from patents (1976-2016). The task is: Predict the reactants needed to synthesize the given product. (1) The reactants are: [CH3:1][C:2]1[CH:10]=[CH:9][C:5]([C:6](Cl)=[O:7])=[CH:4][C:3]=1[N+:11]([O-:13])=[O:12].O.[CH:15]([C:18]1[CH:19]=[C:20]([NH2:24])[CH:21]=[CH:22][CH:23]=1)([CH3:17])[CH3:16]. Given the product [CH:15]([C:18]1[CH:19]=[C:20]([NH:24][C:6](=[O:7])[C:5]2[CH:9]=[CH:10][C:2]([CH3:1])=[C:3]([N+:11]([O-:13])=[O:12])[CH:4]=2)[CH:21]=[CH:22][CH:23]=1)([CH3:17])[CH3:16], predict the reactants needed to synthesize it. (2) The reactants are: [CH3:1][O:2][C:3](=[O:29])[C@H:4]([CH2:19][C:20]1[CH:25]=[CH:24][C:23]([N+]([O-])=O)=[CH:22][CH:21]=1)[NH:5]C(C1(CCNC(=O)C)CCCC1)=S.O.ClCCl.CC(C)=O. Given the product [CH3:1][O:2][C:3](=[O:29])[C@H:4]([CH2:19][C:20]1[CH:25]=[CH:24][CH:23]=[CH:22][CH:21]=1)[NH2:5], predict the reactants needed to synthesize it.